From a dataset of Choline transporter screen with 302,306 compounds. Binary Classification. Given a drug SMILES string, predict its activity (active/inactive) in a high-throughput screening assay against a specified biological target. The drug is O=C(N\N=C\c1ccncc1)CNc1ccc(cc1)C. The result is 0 (inactive).